From a dataset of Full USPTO retrosynthesis dataset with 1.9M reactions from patents (1976-2016). Predict the reactants needed to synthesize the given product. Given the product [OH:8][C:9]1[CH:10]=[CH:11][C:12]([N:15]([CH3:66])[C:16]([C:18]2[CH:19]=[C:20]([C:27]3[CH:28]=[C:29]4[C:34](=[CH:35][C:36]=3[C:37]([N:39]3[C@H:48]([CH3:49])[CH2:47][C:46]5[C:41](=[CH:42][CH:43]=[CH:44][CH:45]=5)[CH2:40]3)=[O:38])[CH2:33][N:32]([C:50](=[O:65])[CH2:51][C:52]3[CH:53]=[CH:54][C:55]([CH2:58][N:59]5[CH2:60][CH2:61][O:62][CH2:63][CH2:64]5)=[CH:56][CH:57]=3)[CH2:31][CH2:30]4)[N:21]3[C:26]=2[CH2:25][CH2:24][CH2:23][CH2:22]3)=[O:17])=[CH:13][CH:14]=1, predict the reactants needed to synthesize it. The reactants are: C([O:8][C:9]1[CH:14]=[CH:13][C:12]([N:15]([CH3:66])[C:16]([C:18]2[CH:19]=[C:20]([C:27]3[CH:28]=[C:29]4[C:34](=[CH:35][C:36]=3[C:37]([N:39]3[C@H:48]([CH3:49])[CH2:47][C:46]5[C:41](=[CH:42][CH:43]=[CH:44][CH:45]=5)[CH2:40]3)=[O:38])[CH2:33][N:32]([C:50](=[O:65])[CH2:51][C:52]3[CH:57]=[CH:56][C:55]([CH2:58][N:59]5[CH2:64][CH2:63][O:62][CH2:61][CH2:60]5)=[CH:54][CH:53]=3)[CH2:31][CH2:30]4)[N:21]3[C:26]=2[CH2:25][CH2:24][CH2:23][CH2:22]3)=[O:17])=[CH:11][CH:10]=1)C1C=CC=CC=1.B(Cl)(Cl)Cl.